Dataset: Forward reaction prediction with 1.9M reactions from USPTO patents (1976-2016). Task: Predict the product of the given reaction. (1) Given the reactants [C:1]([O:5][C:6]([N:8]1[CH2:11][CH:10]([NH:12][C:13](=[O:18])[CH2:14][CH2:15][CH2:16]Cl)[CH2:9]1)=[O:7])([CH3:4])([CH3:3])[CH3:2].[H-].[Na+], predict the reaction product. The product is: [C:1]([O:5][C:6]([N:8]1[CH2:11][CH:10]([N:12]2[CH2:16][CH2:15][CH2:14][C:13]2=[O:18])[CH2:9]1)=[O:7])([CH3:4])([CH3:3])[CH3:2]. (2) Given the reactants [NH2:1][C:2]1[CH:7]=[CH:6][C:5]([C:8]2([CH3:19])[CH2:13][CH2:12][N:11]([C:14](OCC)=O)[CH2:10][CH2:9]2)=[CH:4][CH:3]=1.[H-].[H-].[H-].[H-].[Li+].[Al+3], predict the reaction product. The product is: [CH3:14][N:11]1[CH2:12][CH2:13][C:8]([C:5]2[CH:4]=[CH:3][C:2]([NH2:1])=[CH:7][CH:6]=2)([CH3:19])[CH2:9][CH2:10]1. (3) Given the reactants [CH3:1][O:2][C:3]([C:5]1[CH:15]=[CH:14][C:8]([CH2:9][NH:10][C:11]([NH2:13])=[S:12])=[CH:7][CH:6]=1)=[O:4].Br[CH2:17][C:18]([C:20]1[CH:25]=[CH:24][C:23]([N+:26]([O-:28])=[O:27])=[CH:22][CH:21]=1)=O.C(=O)(O)[O-].[Na+].O, predict the reaction product. The product is: [N+:26]([C:23]1[CH:24]=[CH:25][C:20]([C:18]2[N:13]=[C:11]([NH:10][CH2:9][C:8]3[CH:14]=[CH:15][C:5]([C:3]([O:2][CH3:1])=[O:4])=[CH:6][CH:7]=3)[S:12][CH:17]=2)=[CH:21][CH:22]=1)([O-:28])=[O:27]. (4) Given the reactants [Cl:1][C:2]1[CH:33]=[CH:32][C:5]([CH2:6][N:7]2[CH2:12][CH2:11][CH:10]([NH:13][CH2:14][C@@:15]([OH:31])([CH3:30])[CH2:16][O:17][C:18]3[CH:23]=[CH:22][CH:21]=[CH:20][C:19]=3[CH2:24][CH2:25][C:26]([O:28]C)=[O:27])[CH2:9][CH2:8]2)=[CH:4][CH:3]=1.[OH-].[Na+].[C:36]([OH:42])([C:38]([F:41])([F:40])[F:39])=[O:37], predict the reaction product. The product is: [F:39][C:38]([F:41])([F:40])[C:36]([OH:42])=[O:37].[F:39][C:38]([F:41])([F:40])[C:36]([OH:42])=[O:37].[Cl:1][C:2]1[CH:33]=[CH:32][C:5]([CH2:6][N:7]2[CH2:12][CH2:11][CH:10]([NH:13][CH2:14][C@@:15]([OH:31])([CH3:30])[CH2:16][O:17][C:18]3[CH:23]=[CH:22][CH:21]=[CH:20][C:19]=3[CH2:24][CH2:25][C:26]([OH:28])=[O:27])[CH2:9][CH2:8]2)=[CH:4][CH:3]=1.